Dataset: NCI-60 drug combinations with 297,098 pairs across 59 cell lines. Task: Regression. Given two drug SMILES strings and cell line genomic features, predict the synergy score measuring deviation from expected non-interaction effect. (1) Cell line: DU-145. Drug 2: CC1C(C(CC(O1)OC2CC(CC3=C2C(=C4C(=C3O)C(=O)C5=C(C4=O)C(=CC=C5)OC)O)(C(=O)CO)O)N)O.Cl. Drug 1: CN(CC1=CN=C2C(=N1)C(=NC(=N2)N)N)C3=CC=C(C=C3)C(=O)NC(CCC(=O)O)C(=O)O. Synergy scores: CSS=35.1, Synergy_ZIP=-9.80, Synergy_Bliss=-12.1, Synergy_Loewe=-4.87, Synergy_HSA=-3.49. (2) Drug 1: C1CN1P(=S)(N2CC2)N3CC3. Drug 2: B(C(CC(C)C)NC(=O)C(CC1=CC=CC=C1)NC(=O)C2=NC=CN=C2)(O)O. Cell line: UACC62. Synergy scores: CSS=56.4, Synergy_ZIP=0.862, Synergy_Bliss=2.57, Synergy_Loewe=-0.274, Synergy_HSA=5.60. (3) Drug 1: C1CCC(CC1)NC(=O)N(CCCl)N=O. Drug 2: CC1=C2C(C(=O)C3(C(CC4C(C3C(C(C2(C)C)(CC1OC(=O)C(C(C5=CC=CC=C5)NC(=O)OC(C)(C)C)O)O)OC(=O)C6=CC=CC=C6)(CO4)OC(=O)C)O)C)O. Cell line: HL-60(TB). Synergy scores: CSS=43.8, Synergy_ZIP=5.75, Synergy_Bliss=5.64, Synergy_Loewe=-9.52, Synergy_HSA=7.99. (4) Drug 1: CCN(CC)CCNC(=O)C1=C(NC(=C1C)C=C2C3=C(C=CC(=C3)F)NC2=O)C. Drug 2: C1C(C(OC1N2C=NC3=C2NC=NCC3O)CO)O. Cell line: HOP-92. Synergy scores: CSS=-3.06, Synergy_ZIP=0.397, Synergy_Bliss=-3.16, Synergy_Loewe=-2.87, Synergy_HSA=-6.16.